This data is from Reaction yield outcomes from USPTO patents with 853,638 reactions. The task is: Predict the reaction yield, written as a fraction of the theoretical maximum amount of product (1.0 means a 100% yield; for example, 0.34 means a 34% yield). (1) The reactants are Br[C:2]1[CH:3]=[C:4]2[C:11]3([N:15]=[C:14]([NH2:16])[C:13]([CH3:17])=[N:12]3)[CH2:10][CH2:9][O:8][C:5]2=[CH:6][CH:7]=1.[Cl:18][C:19]1[CH:20]=[C:21](B(O)O)[CH:22]=[C:23]([Cl:25])[CH:24]=1.C([O-])([O-])=O.[K+].[K+]. The catalyst is O1CCOCC1.Cl[Pd]Cl.C1(P(C2C=CC=CC=2)[C-]2C=CC=C2)C=CC=CC=1.[C-]1(P(C2C=CC=CC=2)C2C=CC=CC=2)C=CC=C1.[Fe+2]. The product is [Cl:18][C:19]1[CH:20]=[C:21]([C:2]2[CH:3]=[C:4]3[C:11]4([N:15]=[C:14]([NH2:16])[C:13]([CH3:17])=[N:12]4)[CH2:10][CH2:9][O:8][C:5]3=[CH:6][CH:7]=2)[CH:22]=[C:23]([Cl:25])[CH:24]=1. The yield is 0.140. (2) The reactants are Br[C:2]1[S:3][C:4]([CH:7]=[O:8])=[CH:5][N:6]=1.[F:9][C:10]1[CH:15]=[CH:14][C:13](B(O)O)=[CH:12][CH:11]=1.C(=O)([O-])[O-].[Na+].[Na+]. The catalyst is C1(C)C=CC=CC=1.C(O)C.C1C=CC([P]([Pd]([P](C2C=CC=CC=2)(C2C=CC=CC=2)C2C=CC=CC=2)([P](C2C=CC=CC=2)(C2C=CC=CC=2)C2C=CC=CC=2)[P](C2C=CC=CC=2)(C2C=CC=CC=2)C2C=CC=CC=2)(C2C=CC=CC=2)C2C=CC=CC=2)=CC=1. The product is [F:9][C:10]1[CH:15]=[CH:14][C:13]([C:2]2[S:3][C:4]([CH:7]=[O:8])=[CH:5][N:6]=2)=[CH:12][CH:11]=1. The yield is 0.880.